This data is from Forward reaction prediction with 1.9M reactions from USPTO patents (1976-2016). The task is: Predict the product of the given reaction. (1) Given the reactants [Cl:1][C:2]1[CH:3]=[CH:4][C:5]([N:20]2[C:24]([Cl:25])=[C:23]([Cl:26])[N:22]=[C:21]2[CH:27]2OCC[O:28]2)=[C:6]([C:8]([C:10]2[CH:15]=[CH:14][CH:13]=[C:12]([O:16][CH3:17])[C:11]=2[O:18][CH3:19])=[O:9])[CH:7]=1.Cl(O)(=O)(=O)=O.C(OCC)(=O)C.CCCCCC, predict the reaction product. The product is: [Cl:26][C:23]1[N:22]=[C:21]([CH:27]=[O:28])[N:20]([C:5]2[CH:4]=[CH:3][C:2]([Cl:1])=[CH:7][C:6]=2[C:8](=[O:9])[C:10]2[CH:15]=[CH:14][CH:13]=[C:12]([O:16][CH3:17])[C:11]=2[O:18][CH3:19])[C:24]=1[Cl:25]. (2) Given the reactants [CH2:1]1[C:9]2[C:4](=[CH:5][CH:6]=[CH:7][CH:8]=2)[CH2:3][CH:2]1[NH2:10].[O:11]=[C:12]1[C:16]([C:23]2[CH:28]=[CH:27][CH:26]=[CH:25][CH:24]=2)([C:17]2[CH:22]=[CH:21][CH:20]=[CH:19][CH:18]=2)[CH2:15][CH2:14][N:13]1[CH2:29][C:30](O)=[O:31].Cl.C(N=C=NCCCN(C)C)C, predict the reaction product. The product is: [CH2:1]1[C:9]2[C:4](=[CH:5][CH:6]=[CH:7][CH:8]=2)[CH2:3][CH:2]1[NH:10][C:30](=[O:31])[CH2:29][N:13]1[CH2:14][CH2:15][C:16]([C:17]2[CH:22]=[CH:21][CH:20]=[CH:19][CH:18]=2)([C:23]2[CH:28]=[CH:27][CH:26]=[CH:25][CH:24]=2)[C:12]1=[O:11]. (3) Given the reactants [C:1]1([CH:7]([C:20]2[CH:25]=[CH:24][CH:23]=[CH:22][CH:21]=2)[CH2:8][CH2:9][N:10]2[CH:15]=[CH:14][CH:13]=[C:12]([C:16](O)=[O:17])[C:11]2=[O:19])[CH:6]=[CH:5][CH:4]=[CH:3][CH:2]=1.[NH2:26][C@@H:27]([CH2:35][CH2:36][CH2:37][NH:38][C:39]([NH:41][S:42]([C:45]1[C:46]([CH3:59])=[C:47]2[C:52](=[C:53]([CH3:56])[C:54]=1[CH3:55])[O:51][C:50]([CH3:58])([CH3:57])[CH2:49][CH2:48]2)(=[O:44])=[O:43])=[NH:40])[C:28]([O:30][C:31]([CH3:34])([CH3:33])[CH3:32])=[O:29].CN(C(ON1N=NC2C=CC=CC1=2)=[N+](C)C)C.F[P-](F)(F)(F)(F)F.CCN(C(C)C)C(C)C, predict the reaction product. The product is: [C:20]1([CH:7]([C:1]2[CH:2]=[CH:3][CH:4]=[CH:5][CH:6]=2)[CH2:8][CH2:9][N:10]2[CH:15]=[CH:14][CH:13]=[C:12]([C:16]([NH:26][C@@H:27]([CH2:35][CH2:36][CH2:37][NH:38][C:39]([NH:41][S:42]([C:45]3[C:46]([CH3:59])=[C:47]4[C:52](=[C:53]([CH3:56])[C:54]=3[CH3:55])[O:51][C:50]([CH3:58])([CH3:57])[CH2:49][CH2:48]4)(=[O:43])=[O:44])=[NH:40])[C:28]([O:30][C:31]([CH3:32])([CH3:33])[CH3:34])=[O:29])=[O:17])[C:11]2=[O:19])[CH:21]=[CH:22][CH:23]=[CH:24][CH:25]=1. (4) Given the reactants [CH3:1][O:2][C:3](=[O:15])[CH2:4][C:5]1[N:10]=[C:9](Cl)[C:8]([Cl:12])=[C:7]([O:13][CH3:14])[N:6]=1.O.C(OCC)(=O)C.[NH:23]1[CH2:28][CH2:27][O:26][CH2:25][CH2:24]1, predict the reaction product. The product is: [CH3:1][O:2][C:3](=[O:15])[CH2:4][C:5]1[N:6]=[C:7]([O:13][CH3:14])[C:8]([Cl:12])=[C:9]([N:23]2[CH2:28][CH2:27][O:26][CH2:25][CH2:24]2)[N:10]=1. (5) Given the reactants [Cl:1][C:2]1[CH:3]=[C:4]([CH:9]2[CH:13]([C:14]3[CH:19]=[CH:18][N:17]=[CH:16][CH:15]=3)[N:12]([CH:20]([CH3:22])[CH3:21])[NH:11][C:10]2=[O:23])[CH:5]=[CH:6][C:7]=1[Cl:8].[Br-].[Br-].[Br-].C1([N+](CC)(CC)CC)C=CC=CC=1.C1([N+](CC)(CC)CC)C=CC=CC=1.C1([N+](CC)(CC)CC)C=CC=CC=1, predict the reaction product. The product is: [Cl:1][C:2]1[CH:3]=[C:4]([C:9]2[C:10](=[O:23])[NH:11][N:12]([CH:20]([CH3:21])[CH3:22])[C:13]=2[C:14]2[CH:15]=[CH:16][N:17]=[CH:18][CH:19]=2)[CH:5]=[CH:6][C:7]=1[Cl:8]. (6) Given the reactants [CH:1](=O)[C:2]1[CH:7]=[CH:6][CH:5]=[CH:4][CH:3]=1.[N+:9]([CH3:12])([O-:11])=[O:10].C([O-])(=O)C.[NH4+], predict the reaction product. The product is: [N+:9]([CH:12]=[CH:1][C:2]1[CH:7]=[CH:6][CH:5]=[CH:4][CH:3]=1)([O-:11])=[O:10]. (7) The product is: [CH3:44][N:45]1[CH2:51][CH2:50][CH2:49][N:48]([CH2:35][C:31]2[CH:30]=[C:29]([CH:34]=[CH:33][CH:32]=2)[C:28]([NH:27][C:16]2[CH:17]=[CH:18][C:19]([N:21]3[CH2:26][CH2:25][CH2:24][CH2:23][CH2:22]3)=[CH:20][C:15]=2[C:11]2[CH:10]=[C:9]([CH:14]=[CH:13][N:12]=2)[C:8]([NH:7][CH2:6][C:5]2[CH:39]=[CH:40][CH:41]=[C:3]([C:2]([F:43])([F:42])[F:1])[CH:4]=2)=[O:38])=[O:37])[CH2:47][CH2:46]1. Given the reactants [F:1][C:2]([F:43])([F:42])[C:3]1[CH:4]=[C:5]([CH:39]=[CH:40][CH:41]=1)[CH2:6][NH:7][C:8](=[O:38])[C:9]1[CH:14]=[CH:13][N:12]=[C:11]([C:15]2[CH:20]=[C:19]([N:21]3[CH2:26][CH2:25][CH2:24][CH2:23][CH2:22]3)[CH:18]=[CH:17][C:16]=2[NH:27][C:28](=[O:37])[C:29]2[CH:34]=[CH:33][CH:32]=[C:31]([CH2:35]Br)[CH:30]=2)[CH:10]=1.[CH3:44][N:45]1[CH2:51][CH2:50][CH2:49][NH:48][CH2:47][CH2:46]1.C(=O)([O-])[O-].[K+].[K+], predict the reaction product.